This data is from Forward reaction prediction with 1.9M reactions from USPTO patents (1976-2016). The task is: Predict the product of the given reaction. (1) Given the reactants C1C2C(COC([N:18]3[CH2:23][C@H:22]([NH:24]C(OC(C)(C)C)=O)[CH2:21][C@H:20]([C:32](O)=[O:33])[CH2:19]3)=O)C3C(=CC=CC=3)C=2C=CC=1.[CH:35]1([NH:38][CH2:39][C:40]2[CH:45]=[CH:44][CH:43]=[C:42]([Cl:46])[C:41]=2[Cl:47])[CH2:37][CH2:36]1.C(N([CH:54]([CH3:56])[CH3:55])C(C)C)C.[CH3:57]CCP(=O)=O.Cl.C[CH:65]([OH:67])[CH3:66], predict the reaction product. The product is: [CH:35]1([N:38]([CH2:39][C:40]2[CH:45]=[CH:44][CH:43]=[C:42]([Cl:46])[C:41]=2[Cl:47])[C:32]([C@H:20]2[CH2:21][C@@H:22]([NH:24][C:65](=[O:67])[CH2:66][C:54]([CH3:56])([CH3:57])[CH3:55])[CH2:23][NH:18][CH2:19]2)=[O:33])[CH2:36][CH2:37]1. (2) Given the reactants [CH:1]1([C:7]2[C:15](=O)[N:14]3[C:10]([NH:11][C:12]4[CH:20]=[CH:19][CH:18]=[CH:17][C:13]=43)=[C:9]([C:21]#[N:22])[C:8]=2[CH3:23])[CH2:6][CH2:5][CH2:4][CH2:3][CH2:2]1.P(Cl)(Cl)([Cl:26])=O, predict the reaction product. The product is: [Cl:26][C:15]1[N:14]2[C:10](=[N:11][C:12]3[CH:20]=[CH:19][CH:18]=[CH:17][C:13]=32)[C:9]([C:21]#[N:22])=[C:8]([CH3:23])[C:7]=1[CH:1]1[CH2:6][CH2:5][CH2:4][CH2:3][CH2:2]1.